Dataset: Catalyst prediction with 721,799 reactions and 888 catalyst types from USPTO. Task: Predict which catalyst facilitates the given reaction. (1) Reactant: [N:1]1([CH2:6][CH2:7][CH2:8][N:9]2[CH2:14][CH2:13][CH:12]([CH2:15][NH:16][C:17](=[O:28])[C:18]3[CH:23]=[C:22]([Cl:24])[C:21]([NH2:25])=[CH:20][C:19]=3[O:26][CH3:27])[CH2:11][CH2:10]2)[CH:5]=[CH:4][N:3]=[N:2]1.Cl. Product: [ClH:24].[N:1]1([CH2:6][CH2:7][CH2:8][N:9]2[CH2:10][CH2:11][CH:12]([CH2:15][NH:16][C:17](=[O:28])[C:18]3[CH:23]=[C:22]([Cl:24])[C:21]([NH2:25])=[CH:20][C:19]=3[O:26][CH3:27])[CH2:13][CH2:14]2)[CH:5]=[CH:4][N:3]=[N:2]1. The catalyst class is: 41. (2) Reactant: [CH:1]1([NH:4][C:5]2[N:10]=[C:9]([C:11]3[CH:19]=[CH:18][C:14]4[CH2:15][CH2:16][O:17][C:13]=4[CH:12]=3)[C:8]([C:20]#[N:21])=[C:7](O)[N:6]=2)[CH2:3][CH2:2]1.O=P(Cl)(Cl)[Cl:25]. Product: [Cl:25][C:7]1[C:8]([C:20]#[N:21])=[C:9]([C:11]2[CH:19]=[CH:18][C:14]3[CH2:15][CH2:16][O:17][C:13]=3[CH:12]=2)[N:10]=[C:5]([NH:4][CH:1]2[CH2:3][CH2:2]2)[N:6]=1. The catalyst class is: 12. (3) The catalyst class is: 3. Reactant: [Cl:1][C:2]1[CH:7]=[CH:6][C:5]([O:8][C:9]2[CH:14]=[CH:13]C(CCNC)=[CH:11][CH:10]=2)=[CH:4][C:3]=1[C:19]([F:22])([F:21])[F:20].[CH3:23]CN(C(C)C)C(C)C.[N:32]1([C:37](=[NH:39])[NH2:38])[CH:36]=[CH:35][CH:34]=N1. Product: [Cl:1][C:2]1[CH:7]=[CH:6][C:5]([O:8][C:9]2[CH:14]=[CH:13][C:34]([CH2:35][CH2:36][N:32]([CH3:23])[C:37]([NH2:38])=[NH:39])=[CH:11][CH:10]=2)=[CH:4][C:3]=1[C:19]([F:20])([F:21])[F:22]. (4) Reactant: [CH2:1]([O:8][C:9](=[O:26])[CH:10](Br)[CH2:11][CH2:12][C:13]1[CH:17]=[CH:16][N:15](C(OCCCC)=O)[N:14]=1)[C:2]1[CH:7]=[CH:6][CH:5]=[CH:4][CH:3]=1.C(O)(C(F)(F)F)=O.C(=O)([O-])[O-].[K+].[K+].[I-].[Na+]. Product: [N:15]1[N:14]2[CH:10]([C:9]([O:8][CH2:1][C:2]3[CH:7]=[CH:6][CH:5]=[CH:4][CH:3]=3)=[O:26])[CH2:11][CH2:12][C:13]2=[CH:17][CH:16]=1. The catalyst class is: 4. (5) Reactant: [NH:1]1[CH2:3][C@H:2]1[C:4]([OH:6])=[O:5].[N+:7]([C:10]1[CH:15]=[CH:14][CH:13]=[CH:12][C:11]=1[S:16](Cl)(=[O:18])=[O:17])([O-:9])=[O:8].[OH-].[Na+]. Product: [N+:7]([C:10]1[CH:15]=[CH:14][CH:13]=[CH:12][C:11]=1[S:16]([N@:1]1[CH2:3][CH:2]1[C:4]([OH:6])=[O:5])(=[O:18])=[O:17])([O-:9])=[O:8]. The catalyst class is: 21. (6) Reactant: [N+:1]([C:4]1[CH:5]=[C:6]([CH:23]=[CH:24][CH:25]=1)[CH2:7][NH:8][CH:9]1[CH2:14][CH2:13][CH:12]([NH:15]C(=O)OC(C)(C)C)[CH2:11][CH2:10]1)([O-:3])=[O:2]. Product: [N+:1]([C:4]1[CH:5]=[C:6]([CH:23]=[CH:24][CH:25]=1)[CH2:7][NH:8][CH:9]1[CH2:10][CH2:11][CH:12]([NH2:15])[CH2:13][CH2:14]1)([O-:3])=[O:2]. The catalyst class is: 137. (7) Product: [Br:1][C:2]1[CH:3]=[C:4]([C@H:8]([NH:11][C:12](=[O:13])[O:14][C:15]([CH3:18])([CH3:17])[CH3:16])[CH2:9][F:10])[CH:5]=[CH:6][CH:7]=1. Reactant: [Br:1][C:2]1[CH:3]=[C:4]([C@H:8]([NH2:11])[CH2:9][F:10])[CH:5]=[CH:6][CH:7]=1.[C:12](O[C:12]([O:14][C:15]([CH3:18])([CH3:17])[CH3:16])=[O:13])([O:14][C:15]([CH3:18])([CH3:17])[CH3:16])=[O:13].C(N(CC)CC)C. The catalyst class is: 4. (8) Reactant: [Br:1][C:2]1[CH:7]=[CH:6][C:5]([Br:8])=[CH:4][C:3]=1[OH:9].[Br:10][CH2:11][CH2:12]Br. Product: [Br:1][C:2]1[CH:7]=[CH:6][C:5]([Br:8])=[CH:4][C:3]=1[O:9][CH2:12][CH2:11][Br:10]. The catalyst class is: 74.